This data is from Forward reaction prediction with 1.9M reactions from USPTO patents (1976-2016). The task is: Predict the product of the given reaction. (1) Given the reactants [CH2:1]([S:3][C:4]1[CH:9]=[CH:8][C:7]([F:10])=[CH:6][C:5]=1[CH2:11][NH2:12])[CH3:2].[NH2:13][C:14]1[CH:22]=[CH:21][C:20]([C:23]([F:26])([F:25])[F:24])=[CH:19][C:15]=1[C:16](O)=[O:17].N[C:28]1C(Br)=CC(C(F)(F)F)=CC=1C(NCC1C=C(Cl)C=CC=1SCC)=O.C1C=CC2N(O)N=NC=2C=1, predict the reaction product. The product is: [CH2:1]([S:3][C:4]1[CH:9]=[CH:8][C:7]([F:10])=[CH:6][C:5]=1[CH2:11][N:12]1[C:16](=[O:17])[C:15]2[C:14](=[CH:22][CH:21]=[C:20]([C:23]([F:26])([F:25])[F:24])[CH:19]=2)[N:13]=[CH:28]1)[CH3:2]. (2) Given the reactants [CH3:1][C:2]1([CH3:21])[CH:14]=[C:13]2[CH:15]=[CH:16][CH:17]=[CH:18][C:12]2=[C:11]2[C:3]1=[C:4]1[C:9]([CH2:10]2)=[CH:8][C:7]([CH3:20])([CH3:19])[CH2:6][CH2:5]1.[C:22]([C:22]1([CH3:25])[C:24](O)=[C:23]([C:22](C)([CH3:25])[CH3:24])C=C[CH2:23]1)([CH3:25])([CH3:24])[CH3:23].[Cl-].[Al+3].[Cl-].[Cl-].C(O)C, predict the reaction product. The product is: [C:22]([C:17]1[CH:16]=[CH:15][C:13]2=[CH:14][C:2]([CH3:21])([CH3:1])[C:3]3[C:11]([CH2:10][C:9]4[C:4]=3[CH2:5][CH2:6][C:7]([CH3:20])([CH3:19])[CH:8]=4)=[C:12]2[CH:18]=1)([CH3:25])([CH3:24])[CH3:23].